From a dataset of CYP3A4 inhibition data for predicting drug metabolism from PubChem BioAssay. Regression/Classification. Given a drug SMILES string, predict its absorption, distribution, metabolism, or excretion properties. Task type varies by dataset: regression for continuous measurements (e.g., permeability, clearance, half-life) or binary classification for categorical outcomes (e.g., BBB penetration, CYP inhibition). Dataset: cyp3a4_veith. (1) The drug is CCn1c(CSCc2ccc(C)cc2)nnc1SCC(=O)NCc1ccccc1. The result is 1 (inhibitor). (2) The molecule is Nc1ccc(N2C(=O)c3ccccc3C2=O)c(Cl)c1. The result is 1 (inhibitor). (3) The compound is CN1CCc2nc(N)nc(-c3nc(N)nc4c3CN(C)CC4)c2C1. The result is 0 (non-inhibitor). (4) The drug is O=S(=O)(Nc1nccs1)c1ccc([As](=O)(O)O)cc1. The result is 0 (non-inhibitor). (5) The drug is O=C(Cn1cc(C(=O)c2ccco2)c2ccccc21)NCc1ccco1. The result is 1 (inhibitor). (6) The result is 1 (inhibitor). The drug is COc1ccc(Oc2ncc3nc(-c4cn(C)c5ccccc45)c(=O)n(C4CC4)c3n2)cc1.